This data is from Peptide-MHC class II binding affinity with 134,281 pairs from IEDB. The task is: Regression. Given a peptide amino acid sequence and an MHC pseudo amino acid sequence, predict their binding affinity value. This is MHC class II binding data. (1) The peptide sequence is STVLGFAALAAAAAF. The MHC is DRB5_0101 with pseudo-sequence DRB5_0101. The binding affinity (normalized) is 0.574. (2) The peptide sequence is AYAQRVYQANRAAGS. The MHC is DRB5_0101 with pseudo-sequence DRB5_0101. The binding affinity (normalized) is 0.526. (3) The peptide sequence is EIVQFLEETFAAYDQ. The MHC is HLA-DPA10103-DPB10401 with pseudo-sequence HLA-DPA10103-DPB10401. The binding affinity (normalized) is 0.486. (4) The peptide sequence is ANGKTLGEVWKRELN. The MHC is DRB1_1301 with pseudo-sequence DRB1_1301. The binding affinity (normalized) is 0.495. (5) The peptide sequence is IVTHFPFDEQNCSMKLG. The MHC is DRB1_0701 with pseudo-sequence DRB1_0701. The binding affinity (normalized) is 0. (6) The peptide sequence is NLRLKGVTCRLFRQQ. The MHC is DRB4_0101 with pseudo-sequence DRB4_0103. The binding affinity (normalized) is 0.596. (7) The peptide sequence is SELPDFLAKKGGEAM. The MHC is DRB3_0202 with pseudo-sequence DRB3_0202. The binding affinity (normalized) is 0.381. (8) The peptide sequence is YDKFLANVSTVLTRK. The MHC is DRB1_0802 with pseudo-sequence DRB1_0802. The binding affinity (normalized) is 0.839.